This data is from Forward reaction prediction with 1.9M reactions from USPTO patents (1976-2016). The task is: Predict the product of the given reaction. (1) Given the reactants [OH:1][C:2]1[CH:3]=[C:4]([CH:7]=[CH:8][CH:9]=1)[CH:5]=[O:6].[CH2:10]([O:12][C:13](=[O:18])[C:14](Br)([CH3:16])[CH3:15])[CH3:11], predict the reaction product. The product is: [CH2:10]([O:12][C:13](=[O:18])[C:14]([O:1][C:2]1[CH:9]=[CH:8][CH:7]=[C:4]([CH:5]=[O:6])[CH:3]=1)([CH3:16])[CH3:15])[CH3:11]. (2) Given the reactants C([O:4][CH2:5][C:6]([CH3:51])([CH3:50])[CH2:7][N:8]1[C:14]2[CH:15]=[CH:16][C:17]([Cl:19])=[CH:18][C:13]=2[C@@H:12]([C:20]2[CH:25]=[CH:24][CH:23]=[C:22]([O:26][CH3:27])[C:21]=2[O:28][CH3:29])[O:11][C@H:10]([CH2:30][C:31]([NH:33][C:34]2[CH:35]=[C:36]([CH3:48])[C:37]3[O:41][C:40]([C:42]([O:44]CC)=[O:43])=[CH:39][C:38]=3[CH:47]=2)=[O:32])[C:9]1=[O:49])(=O)C.[OH-].[Na+].Cl, predict the reaction product. The product is: [Cl:19][C:17]1[CH:16]=[CH:15][C:14]2[N:8]([CH2:7][C:6]([CH3:50])([CH3:51])[CH2:5][OH:4])[C:9](=[O:49])[C@@H:10]([CH2:30][C:31]([NH:33][C:34]3[CH:35]=[C:36]([CH3:48])[C:37]4[O:41][C:40]([C:42]([OH:44])=[O:43])=[CH:39][C:38]=4[CH:47]=3)=[O:32])[O:11][C@H:12]([C:20]3[CH:25]=[CH:24][CH:23]=[C:22]([O:26][CH3:27])[C:21]=3[O:28][CH3:29])[C:13]=2[CH:18]=1. (3) Given the reactants [CH2:1]([C:3]1[CH:4]=[C:5]([C:11]2[CH:16]=[CH:15][C:14]([C:17](=[O:19])[CH3:18])=[CH:13][CH:12]=2)[CH:6]=[CH:7][C:8]=1[O:9]C)[CH3:2].C(=O)=O.CC(C)=O.B(Br)(Br)Br.O, predict the reaction product. The product is: [CH2:1]([C:3]1[CH:4]=[C:5]([C:11]2[CH:16]=[CH:15][C:14]([C:17](=[O:19])[CH3:18])=[CH:13][CH:12]=2)[CH:6]=[CH:7][C:8]=1[OH:9])[CH3:2]. (4) The product is: [CH:15]([O:14][C:13]1[C:8]([N:1]2[CH2:6][CH2:5][NH:4][CH2:3][CH2:2]2)=[C:9]2[CH:20]=[CH:19][NH:18][C:10]2=[N:11][CH:12]=1)([CH3:17])[CH3:16]. Given the reactants [NH:1]1[CH2:6][CH2:5][NH:4][CH2:3][CH2:2]1.F[C:8]1[C:13]([O:14][CH:15]([CH3:17])[CH3:16])=[CH:12][N:11]=[C:10]2[NH:18][CH:19]=[CH:20][C:9]=12, predict the reaction product. (5) Given the reactants [Cl:1][C:2]1[CH:27]=[CH:26][C:5]2[N:6]3[C:10]([CH2:11][NH:12][CH2:13][C:4]=2[CH:3]=1)=[N:9][N:8]=[C:7]3[C@H:14]1[CH2:19][CH2:18][C@H:17]([C:20]2[CH:24]=[C:23]([CH3:25])[O:22][N:21]=2)[CH2:16][CH2:15]1.C(N(CC)CC)C.[CH3:35][S:36](Cl)(=[O:38])=[O:37], predict the reaction product. The product is: [Cl:1][C:2]1[CH:27]=[CH:26][C:5]2[N:6]3[C:10]([CH2:11][N:12]([S:36]([CH3:35])(=[O:38])=[O:37])[CH2:13][C:4]=2[CH:3]=1)=[N:9][N:8]=[C:7]3[C@H:14]1[CH2:15][CH2:16][C@H:17]([C:20]2[CH:24]=[C:23]([CH3:25])[O:22][N:21]=2)[CH2:18][CH2:19]1. (6) Given the reactants [OH-].[K+].[CH3:3][O:4][C:5](=[O:28])[CH:6]([NH:15][C:16]([CH3:27])=[CH:17][C:18](=[O:26])[C:19]1[CH:24]=[CH:23][C:22]([F:25])=[CH:21][CH:20]=1)[CH2:7][C:8]1[CH:13]=[CH:12][C:11]([OH:14])=[CH:10][CH:9]=1.[Br:29][CH2:30][CH2:31]Br, predict the reaction product. The product is: [CH3:3][O:4][C:5](=[O:28])[CH:6]([NH:15][C:16]([CH3:27])=[CH:17][C:18](=[O:26])[C:19]1[CH:20]=[CH:21][C:22]([F:25])=[CH:23][CH:24]=1)[CH2:7][C:8]1[CH:9]=[CH:10][C:11]([O:14][CH2:31][CH2:30][Br:29])=[CH:12][CH:13]=1. (7) Given the reactants [CH2:1]([N:3]([CH2:15][CH3:16])[CH2:4][CH2:5][O:6][C:7]1[CH:14]=[CH:13][C:10]([CH:11]=O)=[CH:9][CH:8]=1)[CH3:2].[NH2:17][C:18]1[C:27]2[C:22](=[CH:23][CH:24]=[CH:25][CH:26]=2)[C:21]([Cl:28])=[CH:20][CH:19]=1.[BH4-].[Na+], predict the reaction product. The product is: [Cl:28][C:21]1[C:22]2[C:27](=[CH:26][CH:25]=[CH:24][CH:23]=2)[C:18]([NH:17][CH2:11][C:10]2[CH:13]=[CH:14][C:7]([O:6][CH2:5][CH2:4][N:3]([CH2:15][CH3:16])[CH2:1][CH3:2])=[CH:8][CH:9]=2)=[CH:19][CH:20]=1. (8) Given the reactants [CH:1]([O-])=[O:2].[Cl:4][C:5]1[CH:36]=[CH:35][C:8]([CH2:9][N:10]2[CH:19]([C:20]3[S:21][C:22]([Cl:25])=[CH:23][CH:24]=3)[CH:18]([C:26]([NH:28][CH2:29][CH2:30][NH+](C)C)=[O:27])[C:17]3[C:12](=[CH:13][CH:14]=[CH:15][CH:16]=3)[C:11]2=[O:34])=[CH:7][CH:6]=1.COCCNC(C1C2C(=CC=CC=2)C(=O)N(CC2C=CC(Cl)=CC=2)C1C1C2C(=CC=C(Cl)C=2)NC=1)=O.COCCNC(C1C2C(=CC=CC=2)C(=O)N(CC2C=CC(Cl)=CC=2)C1C1C2C(=CC(Cl)=CC=2)NC=1)=O.COCCNC(C1C2C(=CC=CC=2)C(=O)N(CC2C=CC(Cl)=CC=2)C1C1C2C(=CC(F)=CC=2)NC=1)=O.COC(=O)C(N1C(C2C3C(=CC(Cl)=CC=3)NC=2)C(C(=O)NCCOC)C2C(=CC=CC=2)C1=O)C1C=CC(Cl)=CC=1, predict the reaction product. The product is: [CH3:1][O:2][CH2:30][CH2:29][NH:28][C:26]([CH:18]1[C:17]2[C:12](=[CH:13][CH:14]=[CH:15][CH:16]=2)[C:11](=[O:34])[N:10]([CH2:9][C:8]2[CH:35]=[CH:36][C:5]([Cl:4])=[CH:6][CH:7]=2)[CH:19]1[C:20]1[S:21][C:22]([Cl:25])=[CH:23][CH:24]=1)=[O:27].